From a dataset of Full USPTO retrosynthesis dataset with 1.9M reactions from patents (1976-2016). Predict the reactants needed to synthesize the given product. (1) The reactants are: [OH-].[Na+].[Br:3][C:4]1[CH:5]=[C:6]([CH:12]=[CH:13][C:14]=1[CH2:15][CH2:16][NH:17][C:18]([C:20]1[CH:25]=[CH:24][C:23]([C:26]2[CH:31]=[CH:30][C:29]([Cl:32])=[CH:28][CH:27]=2)=[CH:22][CH:21]=1)=[O:19])[C:7]([O:9]CC)=[O:8]. Given the product [Br:3][C:4]1[CH:5]=[C:6]([CH:12]=[CH:13][C:14]=1[CH2:15][CH2:16][NH:17][C:18]([C:20]1[CH:25]=[CH:24][C:23]([C:26]2[CH:27]=[CH:28][C:29]([Cl:32])=[CH:30][CH:31]=2)=[CH:22][CH:21]=1)=[O:19])[C:7]([OH:9])=[O:8], predict the reactants needed to synthesize it. (2) Given the product [Cl:36][C:6]1[N:7]=[N:8][C:9]([C:10]2[N:11]=[C:12]3[C:17]([C:16]([NH:20][C:21]4[CH:26]=[CH:25][C:24]([C:27]([F:30])([F:29])[F:28])=[CH:23][N:22]=4)=[CH:15][CH:14]=[N:13]3)=[CH:18][CH:19]=2)=[C:4]([C:3]([F:33])([F:32])[F:2])[CH:5]=1, predict the reactants needed to synthesize it. The reactants are: Br.[F:2][C:3]([F:33])([F:32])[C:4]1[CH:5]=[C:6](O)[N:7]=[N:8][C:9]=1[C:10]1[CH:19]=[CH:18][C:17]2[C:12](=[N:13][CH:14]=[CH:15][C:16]=2[NH:20][C:21]2[CH:26]=[CH:25][C:24]([C:27]([F:30])([F:29])[F:28])=[CH:23][N:22]=2)[N:11]=1.O=P(Cl)(Cl)[Cl:36]. (3) Given the product [CH2:2]([O:4][C:5](=[O:25])[C@@H:6]([CH3:24])[CH2:7][C@H:8]([NH:23][C:30](=[O:31])[CH2:29][CH2:28][C:27]([OH:32])=[O:26])[CH2:9][C:10]1[CH:15]=[CH:14][C:13]([C:16]2[CH:21]=[CH:20][CH:19]=[C:18]([Cl:22])[CH:17]=2)=[CH:12][CH:11]=1)[CH3:3], predict the reactants needed to synthesize it. The reactants are: Cl.[CH2:2]([O:4][C:5](=[O:25])[C@@H:6]([CH3:24])[CH2:7][CH:8]([NH2:23])[CH2:9][C:10]1[CH:15]=[CH:14][C:13]([C:16]2[CH:21]=[CH:20][CH:19]=[C:18]([Cl:22])[CH:17]=2)=[CH:12][CH:11]=1)[CH3:3].[O:26]1[C:30](=[O:31])[CH2:29][CH2:28][C:27]1=[O:32].N1C=CC=CC=1.Cl. (4) Given the product [CH2:25]([NH:24][C:23]([C:22]1[C:17]([O:16][CH2:15][CH2:14][CH:11]2[CH2:12][CH2:13][NH:8][CH2:9][CH2:10]2)=[N:18][C:19]([C:43]#[N:44])=[N:20][C:21]=1[NH:33][CH2:34][CH:35]1[CH2:36][CH2:37][C:38]2([CH2:39][CH2:40]2)[CH2:41][CH2:42]1)=[O:32])[C:26]1[CH:31]=[CH:30][CH:29]=[CH:28][CH:27]=1, predict the reactants needed to synthesize it. The reactants are: C(OC([N:8]1[CH2:13][CH2:12][CH:11]([CH2:14][CH2:15][O:16][C:17]2[C:22]([C:23](=[O:32])[NH:24][CH2:25][C:26]3[CH:31]=[CH:30][CH:29]=[CH:28][CH:27]=3)=[C:21]([NH:33][CH2:34][CH:35]3[CH2:42][CH2:41][C:38]4([CH2:40][CH2:39]4)[CH2:37][CH2:36]3)[N:20]=[C:19]([C:43]#[N:44])[N:18]=2)[CH2:10][CH2:9]1)=O)(C)(C)C.C(O)(C(F)(F)F)=O. (5) Given the product [CH2:8]1[C:16]2[C:11](=[CH:12][CH:13]=[CH:14][CH:15]=2)[CH2:10][CH:9]1[NH:17][C:18]1[N:19]=[CH:20][C:21]2[CH2:27][N:26]([C:28](=[O:45])[CH2:29][CH2:30][CH2:31][CH2:32][C:33]3[N:37]=[CH:36][NH:35][CH:34]=3)[CH2:25][CH2:24][C:22]=2[N:23]=1, predict the reactants needed to synthesize it. The reactants are: FC(F)(F)C(O)=O.[CH2:8]1[C:16]2[C:11](=[CH:12][CH:13]=[CH:14][CH:15]=2)[CH2:10][CH:9]1[NH:17][C:18]1[N:19]=[CH:20][C:21]2[CH2:27][N:26]([C:28](=[O:45])[CH2:29][CH2:30][CH2:31][CH2:32][C:33]3[N:37](C(OC(C)(C)C)=O)[CH:36]=[N:35][CH:34]=3)[CH2:25][CH2:24][C:22]=2[N:23]=1. (6) Given the product [CH3:3][O:4][C@@H:5]([CH3:19])[CH2:6][N:7]1[CH2:11][C@@H:10]([C:12]2[CH:17]=[CH:16][CH:15]=[CH:14][CH:13]=2)[C@H:9]([NH:18][C:41]([NH:40][C:39]2[N:35]([C:29]3[CH:30]=[CH:31][CH:32]=[CH:33][CH:34]=3)[N:36]=[C:37]3[CH2:52][CH2:51][CH2:50][C:38]=23)=[O:42])[CH2:8]1, predict the reactants needed to synthesize it. The reactants are: Cl.Cl.[CH3:3][O:4][C@@H:5]([CH3:19])[CH2:6][N:7]1[CH2:11][C@@H:10]([C:12]2[CH:17]=[CH:16][CH:15]=[CH:14][CH:13]=2)[C@H:9]([NH2:18])[CH2:8]1.CCN(C(C)C)C(C)C.[C:29]1([N:35]2[C:39]([NH:40][C:41](=O)[O:42]C3C=CC=CC=3)=[C:38]3[CH2:50][CH2:51][CH2:52][C:37]3=[N:36]2)[CH:34]=[CH:33][CH:32]=[CH:31][CH:30]=1.O. (7) Given the product [Cl:1][C:2]1[CH:3]=[C:4]([CH:8]=[CH:9][N:10]=1)[C:5]([NH:30][CH2:29][CH2:28][CH2:27][N:24]1[CH2:23][CH2:22][N:21]([CH3:20])[CH2:26][CH2:25]1)=[O:7], predict the reactants needed to synthesize it. The reactants are: [Cl:1][C:2]1[CH:3]=[C:4]([CH:8]=[CH:9][N:10]=1)[C:5]([OH:7])=O.S(Cl)(Cl)=O.CN(C=O)C.[CH3:20][N:21]1[CH2:26][CH2:25][N:24]([CH2:27][CH2:28][CH2:29][NH2:30])[CH2:23][CH2:22]1.[OH-].[Na+].ClC1C=C(C=CN=1)C(Cl)=O.